Dataset: Catalyst prediction with 721,799 reactions and 888 catalyst types from USPTO. Task: Predict which catalyst facilitates the given reaction. (1) Reactant: [CH2:1]([C:3]1[CH:11]=[C:10]([CH3:12])[CH:9]=[CH:8][C:4]=1[C:5]([OH:7])=[O:6])[CH3:2].[N+:13]([O-])([OH:15])=[O:14]. Product: [CH2:1]([C:3]1[CH:11]=[C:10]([CH3:12])[C:9]([N+:13]([O-:15])=[O:14])=[CH:8][C:4]=1[C:5]([OH:7])=[O:6])[CH3:2]. The catalyst class is: 65. (2) Product: [NH2:39][C:33]1([C:31]#[C:32][C:2]2[N:3]([CH3:23])[C:4]([C:13]3[S:14][C:15]4[N:16]=[CH:17][N:18]=[C:19]([NH2:22])[C:20]=4[N:21]=3)=[C:5]([C:7]3[CH:12]=[CH:11][CH:10]=[CH:9][CH:8]=3)[N:6]=2)[CH2:38][CH2:37][CH2:36][CH2:35][CH2:34]1. Reactant: Br[C:2]1[N:3]([CH3:23])[C:4]([C:13]2[S:14][C:15]3[N:16]=[CH:17][N:18]=[C:19]([NH2:22])[C:20]=3[N:21]=2)=[C:5]([C:7]2[CH:12]=[CH:11][CH:10]=[CH:9][CH:8]=2)[N:6]=1.C(N(CC)CC)C.[C:31]([C:33]1([NH2:39])[CH2:38][CH2:37][CH2:36][CH2:35][CH2:34]1)#[CH:32]. The catalyst class is: 471.